Task: Regression. Given a peptide amino acid sequence and an MHC pseudo amino acid sequence, predict their binding affinity value. This is MHC class II binding data.. Dataset: Peptide-MHC class II binding affinity with 134,281 pairs from IEDB (1) The peptide sequence is AAACAGTTVYGAFAA. The MHC is HLA-DPA10103-DPB10401 with pseudo-sequence HLA-DPA10103-DPB10401. The binding affinity (normalized) is 0.215. (2) The peptide sequence is ARRRRASEAPPTSHR. The MHC is HLA-DQA10501-DQB10201 with pseudo-sequence HLA-DQA10501-DQB10201. The binding affinity (normalized) is 0. (3) The peptide sequence is LSLAVSSAVPTSWVP. The MHC is HLA-DQA10303-DQB10402 with pseudo-sequence HLA-DQA10303-DQB10402. The binding affinity (normalized) is 0. (4) The peptide sequence is KGSNEKHLAVLVKYE. The MHC is DRB1_0301 with pseudo-sequence DRB1_0301. The binding affinity (normalized) is 0. (5) The peptide sequence is KFTVFEAAFNKAIKE. The MHC is HLA-DQA10401-DQB10402 with pseudo-sequence HLA-DQA10401-DQB10402. The binding affinity (normalized) is 0.460.